This data is from Full USPTO retrosynthesis dataset with 1.9M reactions from patents (1976-2016). The task is: Predict the reactants needed to synthesize the given product. (1) Given the product [F:30][C:29]([F:32])([F:31])[C:27]([OH:33])=[O:28].[CH:22]1([C:18]2[N:17]=[C:16]([C:14]([N:11]3[CH2:12][CH2:13][NH:8][C:9]([CH3:26])([CH3:25])[CH2:10]3)=[O:15])[CH:21]=[CH:20][CH:19]=2)[CH2:23][CH2:24]1, predict the reactants needed to synthesize it. The reactants are: C(OC([N:8]1[CH2:13][CH2:12][N:11]([C:14]([C:16]2[CH:21]=[CH:20][CH:19]=[C:18]([CH:22]3[CH2:24][CH2:23]3)[N:17]=2)=[O:15])[CH2:10][C:9]1([CH3:26])[CH3:25])=O)(C)(C)C.[C:27]([OH:33])([C:29]([F:32])([F:31])[F:30])=[O:28]. (2) Given the product [C:1](=[O:4])([OH:3])[OH:2].[C:1](=[O:4])([OH:3])[O-:2].[C:1](=[O:4])([O-:3])[O-:2], predict the reactants needed to synthesize it. The reactants are: [C:1](=[O:3])=[O:2].[OH2:4].